Dataset: Reaction yield outcomes from USPTO patents with 853,638 reactions. Task: Predict the reaction yield, written as a fraction of the theoretical maximum amount of product (1.0 means a 100% yield; for example, 0.34 means a 34% yield). (1) The reactants are [CH3:1][O:2][C:3]1[CH:58]=[CH:57][C:6]([CH2:7][N:8]([CH2:48][C:49]2[CH:54]=[CH:53][C:52]([O:55][CH3:56])=[CH:51][CH:50]=2)[C:9]2[N:14]=[C:13]([CH3:15])[N:12]=[C:11]([C:16]3[C:17]([NH:33][C:34]4[CH:35]=[CH:36][C:37]([NH:40]C(=O)OC(C)(C)C)=[N:38][CH:39]=4)=[N:18][CH:19]=[C:20]([CH2:22][N:23]4[CH2:28][CH2:27][N:26]([S:29]([CH3:32])(=[O:31])=[O:30])[CH2:25][CH2:24]4)[CH:21]=3)[N:10]=2)=[CH:5][CH:4]=1.C(O)(C(F)(F)F)=O.C(=O)(O)[O-].[Na+]. The catalyst is C(Cl)Cl. The product is [CH3:56][O:55][C:52]1[CH:51]=[CH:50][C:49]([CH2:48][N:8]([CH2:7][C:6]2[CH:5]=[CH:4][C:3]([O:2][CH3:1])=[CH:58][CH:57]=2)[C:9]2[N:14]=[C:13]([CH3:15])[N:12]=[C:11]([C:16]3[C:17]([NH:33][C:34]4[CH:35]=[CH:36][C:37]([NH2:40])=[N:38][CH:39]=4)=[N:18][CH:19]=[C:20]([CH2:22][N:23]4[CH2:24][CH2:25][N:26]([S:29]([CH3:32])(=[O:31])=[O:30])[CH2:27][CH2:28]4)[CH:21]=3)[N:10]=2)=[CH:54][CH:53]=1. The yield is 0.820. (2) The reactants are [C:1]([O:5][C:6]([N:8]1[CH2:13][CH2:12][C@H:11]([C:14]2[CH:19]=[CH:18][C:17]([F:20])=[CH:16][CH:15]=2)[C@@H:10]([OH:21])[CH2:9]1)=[O:7])([CH3:4])([CH3:3])[CH3:2].[H-].[Na+].[CH3:24]I. The catalyst is C1COCC1. The product is [C:1]([O:5][C:6]([N:8]1[CH2:13][CH2:12][C@H:11]([C:14]2[CH:15]=[CH:16][C:17]([F:20])=[CH:18][CH:19]=2)[C@@H:10]([O:21][CH3:24])[CH2:9]1)=[O:7])([CH3:4])([CH3:2])[CH3:3]. The yield is 0.999. (3) The reactants are C(N(C(C)C)C(C)C)C.[NH:10]1[CH2:14][CH2:13][CH2:12][CH2:11]1.[C:15]([C:17]1[CH:22]=[CH:21][C:20]([NH:23][CH:24]([C:30]2[CH:35]=[C:34]([CH2:36]OS(C)(=O)=O)[CH:33]=[C:32]([O:42][CH2:43][CH3:44])[CH:31]=2)[C:25]([O:27][CH2:28][CH3:29])=[O:26])=[CH:19][CH:18]=1)#[N:16]. The catalyst is C1COCC1. The product is [C:15]([C:17]1[CH:22]=[CH:21][C:20]([NH:23][CH:24]([C:30]2[CH:35]=[C:34]([CH2:36][N:10]3[CH2:14][CH2:13][CH2:12][CH2:11]3)[CH:33]=[C:32]([O:42][CH2:43][CH3:44])[CH:31]=2)[C:25]([O:27][CH2:28][CH3:29])=[O:26])=[CH:19][CH:18]=1)#[N:16]. The yield is 0.730. (4) The reactants are C[O:2][C:3](=[O:26])[C:4]1[CH:9]=[C:8]([N+:10]([O-:12])=[O:11])[CH:7]=[C:6]([C:13]2[O:14][C:15]3[CH:21]=[CH:20][C:19]([C:22]([CH3:25])([CH3:24])[CH3:23])=[CH:18][C:16]=3[N:17]=2)[CH:5]=1.[OH-].[Na+].Cl. The catalyst is O1CCOCC1. The product is [C:22]([C:19]1[CH:20]=[CH:21][C:15]2[O:14][C:13]([C:6]3[CH:5]=[C:4]([CH:9]=[C:8]([N+:10]([O-:12])=[O:11])[CH:7]=3)[C:3]([OH:26])=[O:2])=[N:17][C:16]=2[CH:18]=1)([CH3:25])([CH3:23])[CH3:24]. The yield is 0.830. (5) The reactants are [CH:1]([C:4]1[C:12]2[C:7](=[CH:8][CH:9]=[C:10]([O:13][C:14]3[C:19]([CH3:20])=[CH:18][C:17]([NH:21][C:22](=[O:28])[CH2:23][C:24]([O:26]C)=[O:25])=[CH:16][C:15]=3[CH3:29])[CH:11]=2)[NH:6][CH:5]=1)([CH3:3])[CH3:2].[OH-].[Na+]. The catalyst is C(O)C. The product is [CH:1]([C:4]1[C:12]2[C:7](=[CH:8][CH:9]=[C:10]([O:13][C:14]3[C:19]([CH3:20])=[CH:18][C:17]([NH:21][C:22](=[O:28])[CH2:23][C:24]([OH:26])=[O:25])=[CH:16][C:15]=3[CH3:29])[CH:11]=2)[NH:6][CH:5]=1)([CH3:3])[CH3:2]. The yield is 0.460. (6) The reactants are [N:1]12[CH2:9][CH2:8][CH:5]([CH2:6][CH2:7]1)[NH:4][C:3](=O)[CH2:2]2.O1CCOCC1. The catalyst is O. The product is [N:1]12[CH2:9][CH2:8][CH:5]([CH2:6][CH2:7]1)[NH:4][CH2:3][CH2:2]2. The yield is 0.780. (7) The reactants are [NH2:1][C:2]1[C:3]([CH3:8])=[CH:4][CH:5]=[CH:6][CH:7]=1.Br[C:10]1[CH:15]=[CH:14][CH:13]=[CH:12][C:11]=1[CH3:16].CC(C)([O-])C.[Na+]. The catalyst is C1(C)C=CC=CC=1.C1C=CC(P(C2C=CC=CC=2)[C-]2C=CC=C2)=CC=1.C1C=CC(P(C2C=CC=CC=2)[C-]2C=CC=C2)=CC=1.Cl[Pd]Cl.[Fe+2]. The product is [C:3]1([CH3:8])[CH:4]=[CH:5][CH:6]=[CH:7][C:2]=1[NH:1][C:10]1[CH:15]=[CH:14][CH:13]=[CH:12][C:11]=1[CH3:16]. The yield is 0.897.